Dataset: Full USPTO retrosynthesis dataset with 1.9M reactions from patents (1976-2016). Task: Predict the reactants needed to synthesize the given product. Given the product [OH:1][CH2:2][CH2:3][N:4]([CH:22]([CH3:24])[CH3:23])[C:5]([C:7]1[S:8][C:9]2[CH2:10][CH2:11][O:12][C:13]3[CH:20]=[CH:19][C:18]([C:32]4[C:27]([O:26][CH3:25])=[N:28][CH:29]=[CH:30][CH:31]=4)=[CH:17][C:14]=3[C:15]=2[N:16]=1)=[O:6], predict the reactants needed to synthesize it. The reactants are: [OH:1][CH2:2][CH2:3][N:4]([CH:22]([CH3:24])[CH3:23])[C:5]([C:7]1[S:8][C:9]2[CH2:10][CH2:11][O:12][C:13]3[CH:20]=[CH:19][C:18](Br)=[CH:17][C:14]=3[C:15]=2[N:16]=1)=[O:6].[CH3:25][O:26][C:27]1[C:32](B(O)O)=[CH:31][CH:30]=[CH:29][N:28]=1.